Dataset: Peptide-MHC class I binding affinity with 185,985 pairs from IEDB/IMGT. Task: Regression. Given a peptide amino acid sequence and an MHC pseudo amino acid sequence, predict their binding affinity value. This is MHC class I binding data. (1) The peptide sequence is LIIICCVSG. The MHC is HLA-B15:01 with pseudo-sequence HLA-B15:01. The binding affinity (normalized) is 0.445. (2) The peptide sequence is AMIDRLHQT. The MHC is HLA-B58:01 with pseudo-sequence HLA-B58:01. The binding affinity (normalized) is 0.0847. (3) The peptide sequence is RYQRMTGGY. The MHC is HLA-B07:02 with pseudo-sequence HLA-B07:02. The binding affinity (normalized) is 0.0847. (4) The peptide sequence is YMREVGAAL. The MHC is HLA-B15:42 with pseudo-sequence HLA-B15:42. The binding affinity (normalized) is 0.0847. (5) The peptide sequence is RPQVPLRPMTY. The MHC is HLA-B35:03 with pseudo-sequence HLA-B35:03. The binding affinity (normalized) is 0. (6) The peptide sequence is GIYKDNLLL. The MHC is HLA-A02:06 with pseudo-sequence HLA-A02:06. The binding affinity (normalized) is 0.300. (7) The binding affinity (normalized) is 0.0179. The peptide sequence is QLLPFMSDMSS. The MHC is H-2-Kb with pseudo-sequence H-2-Kb.